This data is from Catalyst prediction with 721,799 reactions and 888 catalyst types from USPTO. The task is: Predict which catalyst facilitates the given reaction. (1) Reactant: [NH:1]1[C:9]2[C:4](=[CH:5][CH:6]=[CH:7][CH:8]=2)[C:3]2([C:21]3[C:12](=[CH:13][C:14]4[O:19][CH2:18][CH2:17][O:16][C:15]=4[CH:20]=3)[O:11][CH2:10]2)[C:2]1=[O:22].[H-].[Na+].Br[CH2:26][C:27]1[CH:36]=[CH:35][C:30]([C:31]([O:33][CH3:34])=[O:32])=[CH:29][CH:28]=1. Product: [O:22]=[C:2]1[C:3]2([C:21]3[C:12](=[CH:13][C:14]4[O:19][CH2:18][CH2:17][O:16][C:15]=4[CH:20]=3)[O:11][CH2:10]2)[C:4]2[C:9](=[CH:8][CH:7]=[CH:6][CH:5]=2)[N:1]1[CH2:26][C:27]1[CH:36]=[CH:35][C:30]([C:31]([O:33][CH3:34])=[O:32])=[CH:29][CH:28]=1. The catalyst class is: 7. (2) Reactant: [CH3:1][C:2]1[O:6][C:5]([C:7]2[CH:12]=[CH:11][C:10](B3OC(C)(C)C(C)(C)O3)=[CH:9][CH:8]=2)=[N:4][C:3]=1[CH2:22][CH2:23][OH:24].I[C:26]1[N:27]=[N:28][C:29]([CH3:32])=[CH:30][CH:31]=1.C(Cl)Cl.C(=O)([O-])[O-].[Na+].[Na+]. Product: [CH3:1][C:2]1[O:6][C:5]([C:7]2[CH:8]=[CH:9][C:10]([C:26]3[N:27]=[N:28][C:29]([CH3:32])=[CH:30][CH:31]=3)=[CH:11][CH:12]=2)=[N:4][C:3]=1[CH2:22][CH2:23][OH:24]. The catalyst class is: 12.